Dataset: Forward reaction prediction with 1.9M reactions from USPTO patents (1976-2016). Task: Predict the product of the given reaction. (1) Given the reactants [NH2:1][C:2]1[CH:3]=[C:4]([CH:7]=[C:8]([CH2:11][CH2:12][CH2:13][N:14]2[CH2:19][CH2:18][N:17]([CH3:20])[CH2:16][CH2:15]2)[C:9]=1[Cl:10])[C:5]#[N:6].C(O)(C(F)(F)F)=O.NC1C=CC=CC=1.Cl[C:36]1[N:41]=[C:40]([N:42]([CH:52]2[CH2:54][CH2:53]2)[CH2:43][C:44]2[CH:49]=[CH:48][C:47]([O:50][CH3:51])=[CH:46][CH:45]=2)[C:39]2=[N:55][CH:56]=[C:57]([C:58]#[N:59])[N:38]2[N:37]=1.CC1(C)C2C(=C(P(C3C=CC=CC=3)C3C=CC=CC=3)C=CC=2)OC2C(P(C3C=CC=CC=3)C3C=CC=CC=3)=CC=CC1=2.C(=O)([O-])[O-].[Cs+].[Cs+], predict the reaction product. The product is: [Cl:10][C:9]1[C:8]([CH2:11][CH2:12][CH2:13][N:14]2[CH2:19][CH2:18][N:17]([CH3:20])[CH2:16][CH2:15]2)=[CH:7][C:4]([C:5]#[N:6])=[CH:3][C:2]=1[NH:1][C:36]1[N:41]=[C:40]([N:42]([CH:52]2[CH2:54][CH2:53]2)[CH2:43][C:44]2[CH:49]=[CH:48][C:47]([O:50][CH3:51])=[CH:46][CH:45]=2)[C:39]2=[N:55][CH:56]=[C:57]([C:58]#[N:59])[N:38]2[N:37]=1. (2) Given the reactants [NH:1]1[CH2:7][CH2:6][CH2:5][CH2:4][CH2:3][C:2]1=[N:8][OH:9].C(#N)C.[C:13]([C:19]([O:21][CH3:22])=[O:20])#[C:14][C:15]([O:17][CH3:18])=[O:16], predict the reaction product. The product is: [NH:1]1[CH2:7][CH2:6][CH2:5][CH2:4][CH2:3][C:2]1=[N:8][O:9]/[C:14](=[CH:13]/[C:19]([O:21][CH3:22])=[O:20])/[C:15]([O:17][CH3:18])=[O:16].[NH:1]1[CH2:7][CH2:6][CH2:5][CH2:4][CH2:3][C:2]1=[N:8][O:9]/[C:14](=[CH:13]\[C:19]([O:21][CH3:22])=[O:20])/[C:15]([O:17][CH3:18])=[O:16]. (3) Given the reactants [NH2:1][C:2]1[O:6][CH:5]([C:7]2[CH:12]=[CH:11][C:10]([Cl:13])=[CH:9][CH:8]=2)[C:4](=[O:14])[C:3]=1[OH:15].C([O-])([O-])=O.[K+].[K+].[CH2:22]([S:24](Cl)(=[O:26])=[O:25])[CH3:23], predict the reaction product. The product is: [OH:15][C:3]1[C:4]([OH:14])=[C:5]([C:7]2[CH:8]=[CH:9][C:10]([Cl:13])=[CH:11][CH:12]=2)[O:6][C:2]=1[NH:1][S:24]([CH2:22][CH3:23])(=[O:26])=[O:25]. (4) Given the reactants [CH2:1]([O:4][N:5]=[C:6]1[CH2:10][N:9]([C:11]([O:13]C(C)(C)C)=O)[C@H:8]([C:18]([OH:20])=O)[CH2:7]1)[CH:2]=[CH2:3].[N:21]([C:24]1[CH:29]=[CH:28][CH:27]=[C:26]([O:30][CH3:31])[CH:25]=1)=C=O.[CH3:32][O:33][C:34]1[CH:35]=[C:36]([CH:39]=[CH:40][C:41]=1[O:42][CH3:43])[CH2:37][NH2:38], predict the reaction product. The product is: [CH2:1]([O:4][N:5]=[C:6]1[CH2:10][N:9]([C:11]([NH:21][C:24]2[CH:29]=[CH:28][CH:27]=[C:26]([O:30][CH3:31])[CH:25]=2)=[O:13])[C@H:8]([C:18]([NH:38][CH2:37][C:36]2[CH:39]=[CH:40][C:41]([O:42][CH3:43])=[C:34]([O:33][CH3:32])[CH:35]=2)=[O:20])[CH2:7]1)[CH:2]=[CH2:3]. (5) Given the reactants Cl[C:2]1[N:7]=[C:6]([N:8]([CH3:34])[C:9]2[CH:14]=[CH:13][N:12]=[C:11]([NH:15][C@@H:16]([CH3:33])[CH2:17][C:18]3[CH:19]=[C:20]([CH:30]=[CH:31][CH:32]=3)[CH2:21][NH:22][C:23](=[O:29])[O:24][C:25]([CH3:28])([CH3:27])[CH3:26])[N:10]=2)[CH:5]=[CH:4][N:3]=1.[F:35][C:36]1[CH:41]=[CH:40][C:39](B(O)O)=[CH:38][CH:37]=1.C(=O)([O-])[O-].[Na+].[Na+].CCO, predict the reaction product. The product is: [F:35][C:36]1[CH:41]=[CH:40][C:39]([C:2]2[N:7]=[C:6]([N:8]([CH3:34])[C:9]3[CH:14]=[CH:13][N:12]=[C:11]([NH:15][C@@H:16]([CH3:33])[CH2:17][C:18]4[CH:19]=[C:20]([CH:30]=[CH:31][CH:32]=4)[CH2:21][NH:22][C:23](=[O:29])[O:24][C:25]([CH3:28])([CH3:27])[CH3:26])[N:10]=3)[CH:5]=[CH:4][N:3]=2)=[CH:38][CH:37]=1. (6) Given the reactants [Si]([O:8][CH2:9][C@@H:10]([NH:12][C:13]([C:15]1[N:16]=[C:17]([N:20]2[CH2:23][CH:22]([S:24][C:25]3[C@H:26]([CH3:49])[C@@H:27]4[C@@H:44]([C@H:45]([OH:47])[CH3:46])[C:43](=[O:48])[N:28]4[C:29]=3[C:30]([O:32][CH2:33][C:34]3[CH:39]=[CH:38][C:37]([N+:40]([O-:42])=[O:41])=[CH:36][CH:35]=3)=[O:31])[CH2:21]2)[S:18][CH:19]=1)=[O:14])[CH3:11])(C(C)(C)C)(C)C.C(O)(=O)C.[F-].C([N+](CCCC)(CCCC)CCCC)CCC, predict the reaction product. The product is: [OH:8][CH2:9][C@@H:10]([NH:12][C:13]([C:15]1[N:16]=[C:17]([N:20]2[CH2:21][CH:22]([S:24][C:25]3[C@H:26]([CH3:49])[C@@H:27]4[C@@H:44]([C@H:45]([OH:47])[CH3:46])[C:43](=[O:48])[N:28]4[C:29]=3[C:30]([O:32][CH2:33][C:34]3[CH:39]=[CH:38][C:37]([N+:40]([O-:42])=[O:41])=[CH:36][CH:35]=3)=[O:31])[CH2:23]2)[S:18][CH:19]=1)=[O:14])[CH3:11]. (7) Given the reactants [NH2:1][CH:2]([C:6]1[CH:11]=[CH:10][CH:9]=[CH:8][C:7]=1[F:12])[C:3]([OH:5])=[O:4].[OH-].[Na+].[C:15](O[C:15]([O:17][C:18]([CH3:21])([CH3:20])[CH3:19])=[O:16])([O:17][C:18]([CH3:21])([CH3:20])[CH3:19])=[O:16], predict the reaction product. The product is: [C:18]([O:17][C:15]([NH:1][CH:2]([C:6]1[CH:11]=[CH:10][CH:9]=[CH:8][C:7]=1[F:12])[C:3]([OH:5])=[O:4])=[O:16])([CH3:21])([CH3:20])[CH3:19]. (8) The product is: [C:17]([O:16][C:14]([N:11]1[CH2:12][CH2:13][NH:8][CH2:9][CH:10]1[CH2:21][CH2:22][OH:23])=[O:15])([CH3:20])([CH3:19])[CH3:18]. Given the reactants C([N:8]1[CH2:13][CH2:12][N:11]([C:14]([O:16][C:17]([CH3:20])([CH3:19])[CH3:18])=[O:15])[CH:10]([CH2:21][CH2:22][OH:23])[CH2:9]1)C1C=CC=CC=1, predict the reaction product. (9) Given the reactants [N:1]([C@@H:4]1[CH2:11][N:10]2[C:12]3[CH:13]=[C:14]([C:25]([O:27][CH3:28])=[O:26])[CH:15]=[CH:16][C:17]=3[C:18]([CH:19]3[CH2:24][CH2:23][CH2:22][CH2:21][CH2:20]3)=[C:9]2[C:8]2[CH:29]=[CH:30][CH:31]=[CH:32][C:7]=2[O:6][CH2:5]1)=[N+]=[N-], predict the reaction product. The product is: [NH2:1][C@@H:4]1[CH2:11][N:10]2[C:12]3[CH:13]=[C:14]([C:25]([O:27][CH3:28])=[O:26])[CH:15]=[CH:16][C:17]=3[C:18]([CH:19]3[CH2:24][CH2:23][CH2:22][CH2:21][CH2:20]3)=[C:9]2[C:8]2[CH:29]=[CH:30][CH:31]=[CH:32][C:7]=2[O:6][CH2:5]1. (10) Given the reactants COC1C=C(OC)C=CC=1C[N:6]1[C:10](=[O:11])[CH2:9][CH:8]([C:12]([OH:14])=[O:13])[CH2:7]1.C1(OC)C=CC=CC=1, predict the reaction product. The product is: [O:11]=[C:10]1[NH:6][CH2:7][CH:8]([C:12]([OH:14])=[O:13])[CH2:9]1.